From a dataset of Aqueous solubility values for 9,982 compounds from the AqSolDB database. Regression/Classification. Given a drug SMILES string, predict its absorption, distribution, metabolism, or excretion properties. Task type varies by dataset: regression for continuous measurements (e.g., permeability, clearance, half-life) or binary classification for categorical outcomes (e.g., BBB penetration, CYP inhibition). For this dataset (solubility_aqsoldb), we predict Y. (1) The Y is 0.774 log mol/L. The drug is [Cl-].[Cs+]. (2) The drug is CCCCC(CC)C(=O)[O-].CCCCC(CC)C(=O)[O-].CCCC[Sn+2]CCCC. The Y is -5.11 log mol/L. (3) The compound is [NH3+]CCCCCCCCCCCC(=O)[O-]. The Y is -3.20 log mol/L. (4) The molecule is [Fe]. The Y is -5.52 log mol/L. (5) The molecule is O=[N+]([O-])C12COP(=O)(OC1)OC2. The Y is -0.810 log mol/L. (6) The molecule is Nc1cccc2ccccc12. The Y is -1.93 log mol/L. (7) The compound is O=C(c1cc(N2CC2)c([N+](=O)[O-])cc1[N+](=O)[O-])N1CCOCC1. The Y is -2.89 log mol/L.